From a dataset of Full USPTO retrosynthesis dataset with 1.9M reactions from patents (1976-2016). Predict the reactants needed to synthesize the given product. Given the product [CH3:13][C:12]1[C:11](=[O:14])[CH2:10][CH2:9][C:2]2([CH3:1])[C:3]=1[CH2:4][CH2:5][C:6]2=[O:7], predict the reactants needed to synthesize it. The reactants are: [CH3:1][C:2]1([CH2:9][CH2:10][C:11](=[O:14])[CH2:12][CH3:13])[C:6](=[O:7])[CH2:5][CH2:4][C:3]1=O.C1(C)C=CC(S(O)(=O)=O)=CC=1.